From a dataset of Forward reaction prediction with 1.9M reactions from USPTO patents (1976-2016). Predict the product of the given reaction. The product is: [Cl:25][C:26]1[C:27](=[O:28])[N:9]([CH2:10][CH2:11][O:12][CH2:13][CH2:14][CH3:15])[C:4]2[CH:3]=[C:2]([Cl:1])[N:7]=[CH:6][C:5]=2[N:8]=1. Given the reactants [Cl:1][C:2]1[N:7]=[CH:6][C:5]([NH2:8])=[C:4]([NH:9][CH2:10][CH2:11][O:12][CH2:13][CH2:14][CH3:15])[CH:3]=1.C(N(C(C)C)CC)(C)C.[Cl:25][C:26](=O)[C:27](OC)=[O:28].C(Cl)(=O)C(Cl)=O, predict the reaction product.